From a dataset of NCI-60 drug combinations with 297,098 pairs across 59 cell lines. Regression. Given two drug SMILES strings and cell line genomic features, predict the synergy score measuring deviation from expected non-interaction effect. (1) Drug 1: CC1OCC2C(O1)C(C(C(O2)OC3C4COC(=O)C4C(C5=CC6=C(C=C35)OCO6)C7=CC(=C(C(=C7)OC)O)OC)O)O. Drug 2: C1C(C(OC1N2C=NC3=C(N=C(N=C32)Cl)N)CO)O. Synergy scores: CSS=16.3, Synergy_ZIP=-3.22, Synergy_Bliss=6.50, Synergy_Loewe=4.64, Synergy_HSA=5.36. Cell line: SK-MEL-28. (2) Drug 1: CCC1=C2CN3C(=CC4=C(C3=O)COC(=O)C4(CC)O)C2=NC5=C1C=C(C=C5)O. Drug 2: C(=O)(N)NO. Cell line: HCT116. Synergy scores: CSS=46.3, Synergy_ZIP=2.47, Synergy_Bliss=-0.0585, Synergy_Loewe=-46.4, Synergy_HSA=-3.00. (3) Drug 1: CC12CCC(CC1=CCC3C2CCC4(C3CC=C4C5=CN=CC=C5)C)O. Drug 2: CN(CCCl)CCCl.Cl. Cell line: HOP-62. Synergy scores: CSS=6.44, Synergy_ZIP=-3.06, Synergy_Bliss=-2.41, Synergy_Loewe=-5.35, Synergy_HSA=-4.11.